Task: Predict the reactants needed to synthesize the given product.. Dataset: Full USPTO retrosynthesis dataset with 1.9M reactions from patents (1976-2016) (1) Given the product [Cl:24][C:20]1[C:19]([CH3:25])=[C:18]([S:15]([NH:14][C:10]2[N:9]=[C:8]([CH2:7][C:6]([OH:26])=[O:5])[CH:13]=[CH:12][CH:11]=2)(=[O:17])=[O:16])[CH:23]=[CH:22][CH:21]=1, predict the reactants needed to synthesize it. The reactants are: [OH-].[K+].C([O:5][C:6](=[O:26])[CH2:7][C:8]1[CH:13]=[CH:12][CH:11]=[C:10]([NH:14][S:15]([C:18]2[CH:23]=[CH:22][CH:21]=[C:20]([Cl:24])[C:19]=2[CH3:25])(=[O:17])=[O:16])[N:9]=1)C. (2) The reactants are: [CH3:1][C:2]1([CH3:28])[CH2:7][C:6]([CH3:9])([CH3:8])[CH2:5][CH:4]([C:10]2[CH:15]=[CH:14][CH:13]=[CH:12][C:11]=2[N:16]2[CH2:21][CH2:20][N:19]([CH2:22][C@@H:23]3[CH2:25][C@H:24]3[CH2:26]O)[CH2:18][CH2:17]2)[CH2:3]1.C(N(S(F)(F)[F:35])CC)C.C(=O)([O-])O.[Na+].C(OCC)(=O)C. Given the product [F:35][CH2:26][C@@H:24]1[CH2:25][C@H:23]1[CH2:22][N:19]1[CH2:18][CH2:17][N:16]([C:11]2[CH:12]=[CH:13][CH:14]=[CH:15][C:10]=2[CH:4]2[CH2:3][C:2]([CH3:28])([CH3:1])[CH2:7][C:6]([CH3:8])([CH3:9])[CH2:5]2)[CH2:21][CH2:20]1, predict the reactants needed to synthesize it. (3) The reactants are: [C:1]([C:4]1[CH:5]=[CH:6][C:7]2[N:8]([C:10]([C:13]([NH:15][C:16]3[CH:21]=[C:20]([C:22]4[N:26]=[C:25]([CH3:27])[O:24][N:23]=4)[CH:19]=[CH:18][C:17]=3[CH3:28])=[O:14])=[CH:11][N:12]=2)[CH:9]=1)(=[S:3])[NH2:2].Cl[CH:30]([C:34](=O)[CH3:35])[C:31](=[O:33])[CH3:32]. Given the product [C:31]([C:30]1[S:3][C:1]([C:4]2[CH:5]=[CH:6][C:7]3[N:8]([C:10]([C:13]([NH:15][C:16]4[CH:21]=[C:20]([C:22]5[N:26]=[C:25]([CH3:27])[O:24][N:23]=5)[CH:19]=[CH:18][C:17]=4[CH3:28])=[O:14])=[CH:11][N:12]=3)[CH:9]=2)=[N:2][C:34]=1[CH3:35])(=[O:33])[CH3:32], predict the reactants needed to synthesize it. (4) Given the product [CH2:1]([C@@:4]1([CH3:31])[CH2:9][C@H:8]([C:10]2[CH:15]=[CH:14][CH:13]=[C:12]([Cl:16])[CH:11]=2)[C@@H:7]([C:17]2[CH:18]=[CH:19][C:20]([Cl:23])=[CH:21][CH:22]=2)[N:6]([C@@H:24]([CH2:28][CH3:29])[C@@H:25]([OH:27])[CH3:26])[C:5]1=[O:30])[CH:2]=[CH2:3], predict the reactants needed to synthesize it. The reactants are: [CH2:1]([C@@:4]1([CH3:31])[CH2:9][C@H:8]([C:10]2[CH:15]=[CH:14][CH:13]=[C:12]([Cl:16])[CH:11]=2)[C@@H:7]([C:17]2[CH:22]=[CH:21][C:20]([Cl:23])=[CH:19][CH:18]=2)[N:6]([C@@H:24]([CH2:28][CH3:29])[C:25](=[O:27])[CH3:26])[C:5]1=[O:30])[CH:2]=[CH2:3].CCC(C)[BH-](C(C)CC)C(C)CC.[Li+]. (5) Given the product [ClH:38].[NH2:8][C:9]1([CH3:37])[C:13]2([CH2:14][CH2:15]2)[CH2:12][N:11]([C:16]2[C:25]([O:26][CH3:27])=[C:24]3[C:19]([C:20](=[O:35])[C:21]([C:32]([OH:34])=[O:33])=[CH:22][N:23]3[C@@H:28]3[CH2:30][C@@H:29]3[F:31])=[CH:18][C:17]=2[F:36])[CH2:10]1, predict the reactants needed to synthesize it. The reactants are: C(OC([NH:8][C:9]1([CH3:37])[C:13]2([CH2:15][CH2:14]2)[CH2:12][N:11]([C:16]2[C:25]([O:26][CH3:27])=[C:24]3[C:19]([C:20](=[O:35])[C:21]([C:32]([OH:34])=[O:33])=[CH:22][N:23]3[C@@H:28]3[CH2:30][C@@H:29]3[F:31])=[CH:18][C:17]=2[F:36])[CH2:10]1)=O)(C)(C)C.[ClH:38]. (6) Given the product [OH:20][C@H:9]1[C@@H:10]([OH:16])[C@H:11]([OH:12])[C@@H:6]([CH2:5][OH:4])[O:7][C@@H:8]1[CH2:24][C:25]([NH:26][C:27]1[CH:32]=[CH:31][CH:30]=[C:29]([NH:33][C:34](=[O:59])[CH2:35][C@@H:36]2[C@@H:41]([OH:42])[C@@H:40]([OH:46])[C@H:39]([OH:50])[C@@H:38]([CH2:54][OH:55])[O:37]2)[CH:28]=1)=[O:60], predict the reactants needed to synthesize it. The reactants are: C([O:4][CH2:5][C@@H:6]1[C@@H:11]([O:12]C(=O)C)[C@H:10]([O:16]C(=O)C)[C@H:9]([O:20]C(=O)C)[C@@H:8]([CH2:24][C:25](=[O:60])[NH:26][C:27]2[CH:32]=[CH:31][CH:30]=[C:29]([NH:33][C:34](=[O:59])[CH2:35][C@@H:36]3[C@@H:41]([O:42]C(=O)C)[C@@H:40]([O:46]C(=O)C)[C@H:39]([O:50]C(=O)C)[C@@H:38]([CH2:54][O:55]C(=O)C)[O:37]3)[CH:28]=2)[O:7]1)(=O)C.CO[Na]. (7) The reactants are: [CH3:1][N:2]1[CH2:14][CH2:13][C:12]2[C:11]3[C:6](=[CH:7][CH:8]=[C:9]([CH3:15])[CH:10]=3)[N:5]([CH2:16][C:17]([O:19]CC)=[O:18])[C:4]=2[CH2:3]1.[OH-].[Na+]. Given the product [CH3:1][N:2]1[CH2:14][CH2:13][C:12]2[C:11]3[C:6](=[CH:7][CH:8]=[C:9]([CH3:15])[CH:10]=3)[N:5]([CH2:16][C:17]([OH:19])=[O:18])[C:4]=2[CH2:3]1, predict the reactants needed to synthesize it.